From a dataset of CYP1A2 inhibition data for predicting drug metabolism from PubChem BioAssay. Regression/Classification. Given a drug SMILES string, predict its absorption, distribution, metabolism, or excretion properties. Task type varies by dataset: regression for continuous measurements (e.g., permeability, clearance, half-life) or binary classification for categorical outcomes (e.g., BBB penetration, CYP inhibition). Dataset: cyp1a2_veith. (1) The molecule is CC(=O)NC1(c2cccc(F)c2)CCN(CC(=O)NC2CCCCC2)CC1. The result is 0 (non-inhibitor). (2) The compound is O=c1c2ccccc2nc2n1C(CSc1ccc(F)cc1)CN2. The result is 0 (non-inhibitor). (3) The molecule is Cc1ccc(OCC(=O)NNC(=O)C2CCN(c3ncccn3)CC2)cc1. The result is 0 (non-inhibitor). (4) The drug is O=C(c1csnn1)N1CCC2(CC1)CN(Cc1ccncc1)C2. The result is 1 (inhibitor). (5) The compound is NC1=NC2(CCCCC2)N=C(Nc2ccc(F)cc2F)N1. The result is 0 (non-inhibitor). (6) The drug is O=C(c1cccc(F)c1)N1CCC2(CCCN(c3ccc(-c4ccccc4)cc3)C2)CC1. The result is 1 (inhibitor).